Dataset: Peptide-MHC class II binding affinity with 134,281 pairs from IEDB. Task: Regression. Given a peptide amino acid sequence and an MHC pseudo amino acid sequence, predict their binding affinity value. This is MHC class II binding data. The peptide sequence is TFYGSNPRGAAPDDH. The MHC is DRB1_0401 with pseudo-sequence DRB1_0401. The binding affinity (normalized) is 0.390.